Predict the reaction yield, written as a fraction of the theoretical maximum amount of product (1.0 means a 100% yield; for example, 0.34 means a 34% yield). From a dataset of Reaction yield outcomes from USPTO patents with 853,638 reactions. (1) The product is [Cl:1][C:2]1[CH:3]=[C:4]([NH:14][C:15](=[O:22])[C:16]2[CH:21]=[CH:20][CH:19]=[CH:18][N:17]=2)[CH:5]=[CH:6][C:7]=1[N:8]1[CH2:13][CH2:12][N:11]([C:23](=[O:26])[CH2:24][CH3:25])[CH2:10][CH2:9]1. The yield is 0.720. The reactants are [Cl:1][C:2]1[CH:3]=[C:4]([NH:14][C:15](=[O:22])[C:16]2[CH:21]=[CH:20][CH:19]=[CH:18][N:17]=2)[CH:5]=[CH:6][C:7]=1[N:8]1[CH2:13][CH2:12][NH:11][CH2:10][CH2:9]1.[C:23](O)(=[O:26])[CH2:24][CH3:25].CCN=C=NCCCN(C)C.Cl.CCN(CC)CC.OC1C2N=NNC=2C=CC=1. The catalyst is C(Cl)Cl. (2) The reactants are IC.[Cl:3][C:4]1[N:8]=[CH:7][N:6]([C:9]2[CH:14]=[CH:13][C:12]([N+:15]([O-:17])=[O:16])=[CH:11][C:10]=2[OH:18])[N:5]=1.[OH-].[K+].[CH3:21]S(C)=O. The catalyst is O. The product is [Cl:3][C:4]1[N:8]=[CH:7][N:6]([C:9]2[CH:14]=[CH:13][C:12]([N+:15]([O-:17])=[O:16])=[CH:11][C:10]=2[O:18][CH3:21])[N:5]=1. The yield is 0.656. (3) The reactants are [CH3:1][C:2]1[CH:11]=[C:10]([N:12]2[CH2:16][CH2:15][CH2:14][CH2:13]2)[C:9]2[C:4](=[CH:5][C:6]([CH2:18][OH:19])=[C:7]([CH3:17])[CH:8]=2)[N:3]=1. The catalyst is ClCCl.[O-2].[O-2].[Mn+4]. The product is [CH3:1][C:2]1[CH:11]=[C:10]([N:12]2[CH2:13][CH2:14][CH2:15][CH2:16]2)[C:9]2[C:4](=[CH:5][C:6]([CH:18]=[O:19])=[C:7]([CH3:17])[CH:8]=2)[N:3]=1. The yield is 0.820. (4) The reactants are [CH:1]([C:3]1[C:12]2[C:7](=[CH:8][CH:9]=[CH:10][CH:11]=2)[C:6]([CH2:13][N:14]2[C:22](=[O:23])[C:21]3[C:16](=[CH:17][CH:18]=[CH:19][CH:20]=3)[C:15]2=[O:24])=[CH:5][CH:4]=1)=[CH2:2].Br[CH:26]([C:31]1[CH:36]=[C:35]([Cl:37])[C:34]([Cl:38])=[C:33]([Cl:39])[CH:32]=1)[C:27]([F:30])([F:29])[F:28].N1C=CC=CC=1C1C=CC=CN=1. The catalyst is ClC1C=CC=CC=1Cl.Cl[Cu]. The product is [F:30][C:27]([F:28])([F:29])[CH:26]([C:31]1[CH:32]=[C:33]([Cl:39])[C:34]([Cl:38])=[C:35]([Cl:37])[CH:36]=1)/[CH:2]=[CH:1]/[C:3]1[C:12]2[C:7](=[CH:8][CH:9]=[CH:10][CH:11]=2)[C:6]([CH2:13][N:14]2[C:22](=[O:23])[C:21]3[C:16](=[CH:17][CH:18]=[CH:19][CH:20]=3)[C:15]2=[O:24])=[CH:5][CH:4]=1. The yield is 0.560. (5) The reactants are F[C:2]1[CH:7]=[CH:6][C:5]([N+:8]([O-:10])=[O:9])=[C:4]([F:11])[C:3]=1[F:12].[NH:13]1[CH2:18][CH2:17][O:16][CH2:15][CH2:14]1.C([O-])([O-])=O.[K+].[K+]. The catalyst is CS(C)=O.CCOC(C)=O. The product is [F:12][C:3]1[C:4]([F:11])=[C:5]([N+:8]([O-:10])=[O:9])[CH:6]=[CH:7][C:2]=1[N:13]1[CH2:18][CH2:17][O:16][CH2:15][CH2:14]1. The yield is 0.670.